Dataset: Peptide-MHC class I binding affinity with 185,985 pairs from IEDB/IMGT. Task: Regression. Given a peptide amino acid sequence and an MHC pseudo amino acid sequence, predict their binding affinity value. This is MHC class I binding data. The peptide sequence is YAVKYPNL. The MHC is H-2-Kb with pseudo-sequence H-2-Kb. The binding affinity (normalized) is 0.694.